This data is from Reaction yield outcomes from USPTO patents with 853,638 reactions. The task is: Predict the reaction yield, written as a fraction of the theoretical maximum amount of product (1.0 means a 100% yield; for example, 0.34 means a 34% yield). (1) The catalyst is CC1C=CC=CC=1C. The yield is 0.930. The reactants are [Cl:1][CH:2]([CH2:6][C:7]1[CH:12]=[C:11]([N:13]2[C:17](=[O:18])[N:16]([CH:19]([F:21])[F:20])[C:15]([CH3:22])=[N:14]2)[C:10]([F:23])=[CH:9][C:8]=1[Cl:24])[C:3]([OH:5])=[O:4].[CH2:25](O)[CH3:26].CC1C=CC(S(O)(=O)=O)=CC=1. The product is [CH3:25][CH2:26][O:4][C:3]([CH:2]([Cl:1])[CH2:6][C:7]1[CH:12]=[C:11]([N:13]2[N:14]=[C:15]([CH3:22])[N:16]([CH:19]([F:20])[F:21])[C:17]2=[O:18])[C:10]([F:23])=[CH:9][C:8]=1[Cl:24])=[O:5]. (2) The reactants are Br[C:2]1[S:3][C:4]([CH2:7][O:8][CH3:9])=[CH:5][CH:6]=1.C([Li])CCC.CN(C)[CH:17]=[O:18].Cl. The catalyst is O1CCCC1.CN(C)P(N(C)C)(N(C)C)=O. The product is [CH3:9][O:8][CH2:7][C:4]1[S:3][C:2]([CH:17]=[O:18])=[CH:6][CH:5]=1. The yield is 0.310. (3) The reactants are [Cl:1][C:2]1[CH:3]=[C:4]([C:8]#[C:9][C:10]2[NH:11][O:12][CH:13]3[NH:17][CH2:16][CH2:15][C:14]=23)[CH:5]=[CH:6][CH:7]=1.C(N(CC)CC)C.[CH:25]1([C:30](Cl)=[O:31])[CH2:29][CH2:28][CH2:27][CH2:26]1.O. The catalyst is C(Cl)Cl. The product is [Cl:1][C:2]1[CH:3]=[C:4]([C:8]#[C:9][C:10]2[CH:14]3[CH2:15][CH2:16][N:17]([C:30]([CH:25]4[CH2:29][CH2:28][CH2:27][CH2:26]4)=[O:31])[CH:13]3[O:12][N:11]=2)[CH:5]=[CH:6][CH:7]=1. The yield is 0.960. (4) The reactants are C([O:8][N:9]1[C:15](=[O:16])[N:14]2[CH2:17][C@H:10]1[CH2:11][CH2:12][C@H:13]2[C:18]([NH:20][O:21][CH2:22][CH:23]1[CH2:28][CH2:27][CH2:26][CH2:25][N:24]1[C:29]([O:31][C:32]([CH3:35])([CH3:34])[CH3:33])=[O:30])=[O:19])C1C=CC=CC=1. The catalyst is CO.[Pd]. The product is [OH:8][N:9]1[C:15](=[O:16])[N:14]2[CH2:17][C@H:10]1[CH2:11][CH2:12][C@H:13]2[C:18]([NH:20][O:21][CH2:22][CH:23]1[CH2:28][CH2:27][CH2:26][CH2:25][N:24]1[C:29]([O:31][C:32]([CH3:35])([CH3:34])[CH3:33])=[O:30])=[O:19]. The yield is 1.00. (5) The reactants are [C:1]([C:5]1[CH:6]=[C:7]2[C:12](=[C:13]([F:15])[CH:14]=1)[C:11](=[O:16])[N:10]([C:17]1[N:24]=[CH:23][CH:22]=[C:21]([C:25]3[CH:30]=[C:29]([NH:31][C:32]4[CH:37]=[CH:36][C:35]([C:38]([N:40]5[CH2:45][CH2:44][O:43][CH2:42][C@@H:41]5[CH3:46])=[O:39])=[CH:34][N:33]=4)[C:28](=[O:47])[N:27]([CH3:48])[CH:26]=3)[C:18]=1[CH:19]=[O:20])[N:9]=[CH:8]2)([CH3:4])([CH3:3])[CH3:2].[BH4-].[Na+]. The catalyst is CO.ClCCl. The product is [C:1]([C:5]1[CH:6]=[C:7]2[C:12](=[C:13]([F:15])[CH:14]=1)[C:11](=[O:16])[N:10]([C:17]1[C:18]([CH2:19][OH:20])=[C:21]([C:25]3[CH:30]=[C:29]([NH:31][C:32]4[CH:37]=[CH:36][C:35]([C:38]([N:40]5[CH2:45][CH2:44][O:43][CH2:42][C@@H:41]5[CH3:46])=[O:39])=[CH:34][N:33]=4)[C:28](=[O:47])[N:27]([CH3:48])[CH:26]=3)[CH:22]=[CH:23][N:24]=1)[N:9]=[CH:8]2)([CH3:3])([CH3:2])[CH3:4]. The yield is 0.280.